Dataset: Retrosynthesis with 50K atom-mapped reactions and 10 reaction types from USPTO. Task: Predict the reactants needed to synthesize the given product. Given the product Cc1cc(N2C[C@H](S(=O)(=O)c3ccc(N4CCN(C(C)(C)C)CC4)cc3Cl)C[C@H]2C(=O)NC2(C#N)CC2)n(CCc2ccccc2)n1, predict the reactants needed to synthesize it. The reactants are: CC(C)(C)N1CCNCC1.Cc1cc(N2C[C@H](S(=O)(=O)c3ccc(F)cc3Cl)C[C@H]2C(=O)NC2(C#N)CC2)n(CCc2ccccc2)n1.